The task is: Predict the product of the given reaction.. This data is from Forward reaction prediction with 1.9M reactions from USPTO patents (1976-2016). The product is: [C:1]([O:5][C:6](=[O:18])[CH2:7][O:8][CH2:9][C:10]1[CH:15]=[CH:14][CH:13]=[C:12]([CH3:16])[C:11]=1[B:29]1[O:30][C:31]([CH3:33])([CH3:32])[C:27]([CH3:34])([CH3:26])[O:28]1)([CH3:4])([CH3:3])[CH3:2]. Given the reactants [C:1]([O:5][C:6](=[O:18])[CH2:7][O:8][CH2:9][C:10]1[CH:15]=[CH:14][CH:13]=[C:12]([CH3:16])[C:11]=1I)([CH3:4])([CH3:3])[CH3:2].C(N(CC)CC)C.[CH3:26][C:27]1([CH3:34])[C:31]([CH3:33])([CH3:32])[O:30][BH:29][O:28]1, predict the reaction product.